This data is from Reaction yield outcomes from USPTO patents with 853,638 reactions. The task is: Predict the reaction yield, written as a fraction of the theoretical maximum amount of product (1.0 means a 100% yield; for example, 0.34 means a 34% yield). (1) The yield is 0.380. The catalyst is C1COCC1. The product is [F:30][C:27]1[CH:28]=[CH:29][C:24]([CH2:23][C:22](=[O:21])[CH2:14][C:13]([C:11]2[N:10]=[N:9][N:8]([CH2:7][C:6]3[CH:16]=[CH:17][C:3]([O:2][CH3:1])=[CH:4][CH:5]=3)[CH:12]=2)=[O:15])=[CH:25][CH:26]=1. The reactants are [CH3:1][O:2][C:3]1[CH:17]=[CH:16][C:6]([CH2:7][N:8]2[CH:12]=[C:11]([C:13](=[O:15])[CH3:14])[N:10]=[N:9]2)=[CH:5][CH:4]=1.[H-].[Na+].C[O:21][C:22](=O)[CH2:23][C:24]1[CH:29]=[CH:28][C:27]([F:30])=[CH:26][CH:25]=1. (2) The reactants are [C:1]([C:3]1[CH:8]=[CH:7][C:6]([C:9]2[CH:14]=[CH:13][C:12](O)=[C:11]([C:16]3[NH:20][C:19]4[CH:21]=[CH:22][C:23]([C:25]#[N:26])=[CH:24][C:18]=4[N:17]=3)[CH:10]=2)=[CH:5][CH:4]=1)#[N:2].C(C1C(O)=C(C2C=CC(C#N)=CC=2)C=CC=1)=[O:28]. No catalyst specified. The product is [C:1]([C:3]1[CH:8]=[CH:7][C:6]([C:9]2[CH:14]=[CH:13][CH:12]=[C:11]([C:16]3[NH:20][C:19]4[CH:21]=[CH:22][C:23]([C:25]#[N:26])=[CH:24][C:18]=4[N:17]=3)[C:10]=2[OH:28])=[CH:5][CH:4]=1)#[N:2]. The yield is 0.840. (3) The reactants are [C:1]1([C:7]2[CH:8]=[C:9]([CH:13]=[CH:14][CH:15]=2)[C:10]([OH:12])=O)[CH:6]=[CH:5][CH:4]=[CH:3][CH:2]=1.S(Cl)(Cl)=O.C(N(CC)CC)C.C[Si]([CH:31]=[N+:32]=[N-:33])(C)C. No catalyst specified. The product is [C:7]1([C:1]2[CH:2]=[CH:3][CH:4]=[CH:5][CH:6]=2)[CH:15]=[CH:14][CH:13]=[C:9]([C:10](=[O:12])[CH:31]=[N+:32]=[N-:33])[CH:8]=1. The yield is 0.210. (4) The reactants are C[O:2][C:3](=O)[CH2:4][C:5]1[C:6](=[O:18])[N:7]([C:12]2[CH:17]=[CH:16][CH:15]=[CH:14][CH:13]=2)[N:8]([CH3:11])[C:9]=1[CH3:10].[BH4-].[Na+]. The catalyst is C(O)C.C(OCC)(=O)C. The product is [OH:2][CH2:3][CH2:4][C:5]1[C:6](=[O:18])[N:7]([C:12]2[CH:17]=[CH:16][CH:15]=[CH:14][CH:13]=2)[N:8]([CH3:11])[C:9]=1[CH3:10]. The yield is 0.310. (5) The reactants are [F:1][C:2]1[CH:3]=[CH:4][C:5]([NH:8][NH2:9])=[N:6][CH:7]=1.CCN(C(C)C)C(C)C.[CH2:19]([N:22]([CH2:26][CH:27]=[CH2:28])[C:23](Cl)=[O:24])[CH:20]=[CH2:21]. The catalyst is C(Cl)Cl.CO. The product is [F:1][C:2]1[CH:3]=[CH:4][C:5]([NH:8][NH:9][C:23]([N:22]([CH2:26][CH:27]=[CH2:28])[CH2:19][CH:20]=[CH2:21])=[O:24])=[N:6][CH:7]=1. The yield is 0.460. (6) The catalyst is CN(C=O)C.Cl[Pd]Cl. The product is [N:15]1[CH:16]=[CH:17][CH:18]=[CH:19][C:14]=1[CH2:13][O:12][C:7]1[CH:8]=[C:9]2[C:4](=[CH:5][CH:6]=1)[CH:3]=[C:2]([C:26]1[C:34]3[C:29](=[CH:30][CH:31]=[C:32]([C:35]#[N:36])[CH:33]=3)[N:28]([CH:37]3[CH2:42][CH2:41][CH2:40][CH2:39][O:38]3)[N:27]=1)[CH:11]=[CH:10]2. The yield is 0.300. The reactants are Br[C:2]1[CH:3]=[C:4]2[C:9](=[CH:10][CH:11]=1)[CH:8]=[C:7]([O:12][CH2:13][C:14]1[CH:19]=[CH:18][CH:17]=[CH:16][N:15]=1)[CH:6]=[CH:5]2.C([O-])(=O)C.[K+].Br[C:26]1[C:34]2[C:29](=[CH:30][CH:31]=[C:32]([C:35]#[N:36])[CH:33]=2)[N:28]([CH:37]2[CH2:42][CH2:41][CH2:40][CH2:39][O:38]2)[N:27]=1.P([O-])([O-])([O-])=O.[K+].[K+].[K+]. (7) The reactants are [O-]CC.[Na+].C([O:7][C:8](=O)[CH2:9][CH2:10][N:11]([C:15]1[CH:20]=[C:19]([CH3:21])[C:18]([Br:22])=[C:17]([CH3:23])[CH:16]=1)[C:12]([NH2:14])=[O:13])C.Cl. The catalyst is C(O)C. The product is [Br:22][C:18]1[C:19]([CH3:21])=[CH:20][C:15]([N:11]2[CH2:10][CH2:9][C:8](=[O:7])[NH:14][C:12]2=[O:13])=[CH:16][C:17]=1[CH3:23]. The yield is 0.990. (8) The reactants are Br[C:2]1[CH:7]=[CH:6][C:5]([O:8][C@H:9]2[CH2:14][CH2:13][C@H:12]([CH2:15][CH3:16])[CH2:11][CH2:10]2)=[CH:4][CH:3]=1.CC1(C)C(C)(C)OB([C:25]2[CH2:30][CH2:29][N:28]([C:31]([O:33][C:34]([CH3:37])([CH3:36])[CH3:35])=[O:32])[CH2:27][CH:26]=2)O1.C([O-])([O-])=O.[Cs+].[Cs+]. The catalyst is O1CCOCC1.C1C=CC(P(C2C=CC=CC=2)[C-]2C=CC=C2)=CC=1.C1C=CC(P(C2C=CC=CC=2)[C-]2C=CC=C2)=CC=1.Cl[Pd]Cl.[Fe+2]. The product is [CH2:15]([C@H:12]1[CH2:11][CH2:10][C@H:9]([O:8][C:5]2[CH:4]=[CH:3][C:2]([C:25]3[CH2:30][CH2:29][N:28]([C:31]([O:33][C:34]([CH3:35])([CH3:36])[CH3:37])=[O:32])[CH2:27][CH:26]=3)=[CH:7][CH:6]=2)[CH2:14][CH2:13]1)[CH3:16]. The yield is 0.810.